From a dataset of HIV replication inhibition screening data with 41,000+ compounds from the AIDS Antiviral Screen. Binary Classification. Given a drug SMILES string, predict its activity (active/inactive) in a high-throughput screening assay against a specified biological target. (1) The compound is Cc1cccc(Cl)c1NC=O. The result is 0 (inactive). (2) The compound is Cn1c(=O)cc(N2CCCC2)[nH]c1=O. The result is 0 (inactive).